From a dataset of Forward reaction prediction with 1.9M reactions from USPTO patents (1976-2016). Predict the product of the given reaction. (1) Given the reactants C[O-].[Na+].CO.[N+](C1C=CC=CC=1S([NH:18][CH:19]([C:26]1[CH:31]=[CH:30][CH:29]=[CH:28][CH:27]=1)[C:20]1[CH:25]=[CH:24][CH:23]=[CH:22][CH:21]=1)(=O)=O)([O-])=O, predict the reaction product. The product is: [CH:19]([NH2:18])([C:26]1[CH:27]=[CH:28][CH:29]=[CH:30][CH:31]=1)[C:20]1[CH:25]=[CH:24][CH:23]=[CH:22][CH:21]=1. (2) Given the reactants [S:1]1[CH:5]=[CH:4][CH:3]=[C:2]1[CH2:6][OH:7].C1(P(C2C=CC=CC=2)C2C=CC=CC=2)C=CC=CC=1.O[N:28]1[C:32](=[O:33])[C:31]2=[CH:34][CH:35]=[CH:36][CH:37]=[C:30]2[C:29]1=[O:38].CCOC(/N=N/C(OCC)=O)=O, predict the reaction product. The product is: [S:1]1[CH:5]=[CH:4][CH:3]=[C:2]1[CH2:6][O:7][N:28]1[C:29](=[O:38])[C:30]2=[CH:37][CH:36]=[CH:35][CH:34]=[C:31]2[C:32]1=[O:33].